This data is from Reaction yield outcomes from USPTO patents with 853,638 reactions. The task is: Predict the reaction yield, written as a fraction of the theoretical maximum amount of product (1.0 means a 100% yield; for example, 0.34 means a 34% yield). The product is [C:1]([C:3]([C:9]1[CH:10]=[C:11]([CH:15]=[CH:16][CH:17]=1)[C:12]([NH:29][C:30]1[CH:31]=[CH:32][C:33]([O:52][CH3:53])=[C:34]([O:35][C:36]2[CH:37]=[CH:38][C:39]3[N:40]([CH:42]=[C:43]([NH:45][C:46]([CH:48]4[CH2:50][CH2:49]4)=[O:47])[N:44]=3)[N:41]=2)[CH:51]=1)=[O:14])([CH3:8])[CH2:4][CH:5]1[CH2:6][CH2:7]1)#[N:2]. The catalyst is CN(C)C=O.CN1CCCC1=O. The reactants are [C:1]([C:3]([C:9]1[CH:10]=[C:11]([CH:15]=[CH:16][CH:17]=1)[C:12]([OH:14])=O)([CH3:8])[CH2:4][CH:5]1[CH2:7][CH2:6]1)#[N:2].C(Cl)(=O)C(Cl)=O.O1CCCC1.[NH2:29][C:30]1[CH:31]=[CH:32][C:33]([O:52][CH3:53])=[C:34]([CH:51]=1)[O:35][C:36]1[CH:37]=[CH:38][C:39]2[N:40]([CH:42]=[C:43]([NH:45][C:46]([CH:48]3[CH2:50][CH2:49]3)=[O:47])[N:44]=2)[N:41]=1. The yield is 0.480.